Dataset: Full USPTO retrosynthesis dataset with 1.9M reactions from patents (1976-2016). Task: Predict the reactants needed to synthesize the given product. (1) The reactants are: C([O:5][C:6]([C@@H:8]1[CH2:12][CH2:11][S:10](=[O:14])(=[O:13])[N:9]1[CH2:15][C:16]1[CH:21]=[CH:20][CH:19]=[C:18]([CH2:22][O:23][C:24]2[CH:29]=[CH:28][C:27]([C:30]3[CH:35]=[C:34]([F:36])[C:33]([F:37])=[CH:32][C:31]=3[F:38])=[CH:26][CH:25]=2)[CH:17]=1)=[O:7])(C)(C)C.FC(F)(F)C(O)=O. Given the product [O:14]=[S:10]1(=[O:13])[CH2:11][CH2:12][C@@H:8]([C:6]([OH:7])=[O:5])[N:9]1[CH2:15][C:16]1[CH:21]=[CH:20][CH:19]=[C:18]([CH2:22][O:23][C:24]2[CH:25]=[CH:26][C:27]([C:30]3[CH:35]=[C:34]([F:36])[C:33]([F:37])=[CH:32][C:31]=3[F:38])=[CH:28][CH:29]=2)[CH:17]=1, predict the reactants needed to synthesize it. (2) Given the product [CH3:16][O:17][C:18](=[O:36])[C:19]1[C:24]([NH:8][NH:7][C:6]([O:5][C:1]([CH3:4])([CH3:3])[CH3:2])=[O:9])=[CH:23][C:22]([F:26])=[C:21]([F:27])[C:20]=1[NH:28][C:29]1[CH:34]=[CH:33][CH:32]=[CH:31][C:30]=1[Cl:35], predict the reactants needed to synthesize it. The reactants are: [C:1]([O:5][C:6](=[O:9])[NH:7][NH2:8])([CH3:4])([CH3:3])[CH3:2].C([O-])([O-])=O.[Cs+].[Cs+].[CH3:16][O:17][C:18](=[O:36])[C:19]1[C:24](Br)=[CH:23][C:22]([F:26])=[C:21]([F:27])[C:20]=1[NH:28][C:29]1[CH:34]=[CH:33][CH:32]=[CH:31][C:30]=1[Cl:35]. (3) Given the product [Cl:52][C:47]1[CH:48]=[CH:49][CH:50]=[CH:51][C:46]=1[N:28]1[C:29]([C:31]2[S:32][C:33]([C:36]3[CH:41]=[CH:40][CH:39]=[C:38]([S:42]([CH3:45])(=[O:43])=[O:44])[CH:37]=3)=[CH:34][CH:35]=2)=[CH:30][C:26]([C:23]([NH2:20])([CH3:24])[CH3:25])=[N:27]1, predict the reactants needed to synthesize it. The reactants are: C1C=CC(P(C2C=CC=CC=2)C2C=CC=CC=2)=CC=1.[N:20]([C:23]([C:26]1[CH:30]=[C:29]([C:31]2[S:32][C:33]([C:36]3[CH:41]=[CH:40][CH:39]=[C:38]([S:42]([CH3:45])(=[O:44])=[O:43])[CH:37]=3)=[CH:34][CH:35]=2)[N:28]([C:46]2[CH:51]=[CH:50][CH:49]=[CH:48][C:47]=2[Cl:52])[N:27]=1)([CH3:25])[CH3:24])=[N+]=[N-].